Dataset: Catalyst prediction with 721,799 reactions and 888 catalyst types from USPTO. Task: Predict which catalyst facilitates the given reaction. (1) Reactant: [CH2:1]1[C:12]2[C:11]3[CH:10]=[CH:9][CH:8]=[C:7]([CH2:13][NH2:14])[C:6]=3[NH:5][C:4]=2[CH2:3][CH2:2]1.N1C=CC=CC=1.[Cl:21][CH2:22][C:23](Cl)=[O:24].O. Product: [Cl:21][CH2:22][C:23]([NH:14][CH2:13][C:7]1[C:6]2[NH:5][C:4]3[CH2:3][CH2:2][CH2:1][C:12]=3[C:11]=2[CH:10]=[CH:9][CH:8]=1)=[O:24]. The catalyst class is: 366. (2) Reactant: [Cl:1][C:2]1[C:10]([N+:11]([O-:13])=[O:12])=[CH:9][CH:8]=[CH:7][C:3]=1[C:4]([OH:6])=[O:5].[C:14](Cl)(=O)C(Cl)=O.CO. Product: [Cl:1][C:2]1[C:10]([N+:11]([O-:13])=[O:12])=[CH:9][CH:8]=[CH:7][C:3]=1[C:4]([O:6][CH3:14])=[O:5]. The catalyst class is: 59. (3) Reactant: [CH3:1][O:2][C:3]1[N:4]=[CH:5][CH:6]=[C:7]2[C:11](B3OC(C)(C)C(C)(C)O3)=[CH:10][N:9]([CH3:21])[C:8]=12.Br[C:23]1[C:24]([O:34][C:35]2[CH:40]=[CH:39][C:38]([F:41])=[CH:37][C:36]=2[F:42])=[N:25][CH:26]=[C:27]([CH2:29][S:30]([CH3:33])(=[O:32])=[O:31])[CH:28]=1.P([O-])([O-])([O-])=O.[K+].[K+].[K+]. Product: [F:42][C:36]1[CH:37]=[C:38]([F:41])[CH:39]=[CH:40][C:35]=1[O:34][C:24]1[C:23]([C:11]2[C:7]3[C:8](=[C:3]([O:2][CH3:1])[N:4]=[CH:5][CH:6]=3)[N:9]([CH3:21])[CH:10]=2)=[CH:28][C:27]([CH2:29][S:30]([CH3:33])(=[O:32])=[O:31])=[CH:26][N:25]=1. The catalyst class is: 110. (4) Reactant: [CH3:1][NH:2][CH:3]1[CH2:8][CH2:7][CH2:6][CH:5]([C:9]2[C:17]3[C:12](=[CH:13][CH:14]=[C:15]([N+:18]([O-:20])=[O:19])[CH:16]=3)[NH:11][CH:10]=2)[CH2:4]1.[CH3:21][C:22]([O:25][C:26](O[C:26]([O:25][C:22]([CH3:24])([CH3:23])[CH3:21])=[O:27])=[O:27])([CH3:24])[CH3:23].C(N(CC)CC)C. Product: [CH3:1][N:2]([CH:3]1[CH2:8][CH2:7][CH2:6][CH:5]([C:9]2[C:17]3[C:12](=[CH:13][CH:14]=[C:15]([N+:18]([O-:20])=[O:19])[CH:16]=3)[NH:11][CH:10]=2)[CH2:4]1)[C:26](=[O:27])[O:25][C:22]([CH3:24])([CH3:23])[CH3:21]. The catalyst class is: 12. (5) Product: [Cl:12][C:13]1[CH:20]=[CH:19][C:16]([CH2:17][CH:7]([C:1]2[CH:6]=[CH:5][CH:4]=[CH:3][CH:2]=2)[C:8]([O:10][CH3:11])=[O:9])=[CH:15][CH:14]=1. Reactant: [C:1]1([CH2:7][C:8]([O:10][CH3:11])=[O:9])[CH:6]=[CH:5][CH:4]=[CH:3][CH:2]=1.[Cl:12][C:13]1[CH:20]=[CH:19][C:16]([CH2:17]Br)=[CH:15][CH:14]=1.C[Si](C)(C)[N-][Si](C)(C)C.[Na+]. The catalyst class is: 1. (6) Reactant: C([N:8]1[C:14]2([CH2:16][CH2:15]2)[CH2:13][N:12]([C:17]2[C:18]3[CH:25]=[CH:24][NH:23][C:19]=3[N:20]=[CH:21][N:22]=2)[CH2:11][CH2:10][CH2:9]1)C1C=CC=CC=1.C([O-])=O.[NH4+]. Product: [CH2:15]1[C:14]2([NH:8][CH2:9][CH2:10][CH2:11][N:12]([C:17]3[C:18]4[CH:25]=[CH:24][NH:23][C:19]=4[N:20]=[CH:21][N:22]=3)[CH2:13]2)[CH2:16]1. The catalyst class is: 129. (7) Reactant: [OH:1][CH:2]([C:4]1[N:5]=[CH:6][C:7]([NH:10][C:11](=[O:28])[CH:12]([NH:16][C:17](=[O:27])[CH2:18][C:19]2[CH:24]=[C:23]([F:25])[CH:22]=[C:21]([F:26])[CH:20]=2)[CH2:13][CH2:14][CH3:15])=[N:8][CH:9]=1)[CH3:3].CC(OI1(OC(C)=O)(OC(C)=O)OC(=O)C2C=CC=CC1=2)=O. Product: [C:2]([C:4]1[N:5]=[CH:6][C:7]([NH:10][C:11](=[O:28])[CH:12]([NH:16][C:17](=[O:27])[CH2:18][C:19]2[CH:24]=[C:23]([F:25])[CH:22]=[C:21]([F:26])[CH:20]=2)[CH2:13][CH2:14][CH3:15])=[N:8][CH:9]=1)(=[O:1])[CH3:3]. The catalyst class is: 764. (8) Reactant: Br[C:2]1[CH:3]=[C:4]([CH:8]=[CH:9][C:10]=1[CH3:11])[C:5]([NH2:7])=[O:6].CC1(C)C(C)(C)OB([C:20]2[CH:21]=[C:22]3[C:27](=[CH:28][CH:29]=2)[CH:26]=[C:25]([NH:30][C:31]([C:33]2[CH:37]=[CH:36][S:35][CH:34]=2)=[O:32])[CH:24]=[CH:23]3)O1.C([O-])([O-])=O.[K+].[K+].O1CCOCC1. Product: [C:5]([C:4]1[CH:8]=[CH:9][C:10]([CH3:11])=[C:2]([C:20]2[CH:21]=[C:22]3[C:27](=[CH:28][CH:29]=2)[CH:26]=[C:25]([NH:30][C:31]([C:33]2[CH:37]=[CH:36][S:35][CH:34]=2)=[O:32])[CH:24]=[CH:23]3)[CH:3]=1)(=[O:6])[NH2:7]. The catalyst class is: 386. (9) Reactant: [CH3:1][O:2][C:3]1[CH:12]=[C:11]([N+:13]([O-:15])=[O:14])[CH:10]=[CH:9][C:4]=1[O:5][CH2:6][CH2:7][OH:8].N1C=CC=CC=1.[C:22](Cl)(=[O:24])[CH3:23]. Product: [C:22]([O:8][CH2:7][CH2:6][O:5][C:4]1[CH:9]=[CH:10][C:11]([N+:13]([O-:15])=[O:14])=[CH:12][C:3]=1[O:2][CH3:1])(=[O:24])[CH3:23]. The catalyst class is: 1.